From a dataset of Full USPTO retrosynthesis dataset with 1.9M reactions from patents (1976-2016). Predict the reactants needed to synthesize the given product. (1) Given the product [Cl:1][C:2]1[CH:3]=[C:4]([N:8]2[CH2:13][CH2:12][N:11]([C:34](=[O:35])/[CH:33]=[CH:32]/[C:30]3[N:31]=[C:26](/[CH:25]=[CH:24]/[C:22]([NH:21][OH:20])=[O:23])[CH:27]=[CH:28][CH:29]=3)[CH2:10][CH2:9]2)[CH:5]=[CH:6][CH:7]=1, predict the reactants needed to synthesize it. The reactants are: [Cl:1][C:2]1[CH:3]=[C:4]([N:8]2[CH2:13][CH2:12][NH:11][CH2:10][CH2:9]2)[CH:5]=[CH:6][CH:7]=1.O1CCCCC1[O:20][NH:21][C:22](/[CH:24]=[CH:25]/[C:26]1[N:31]=[C:30](/[CH:32]=[CH:33]/[C:34](O)=[O:35])[CH:29]=[CH:28][CH:27]=1)=[O:23].C(Cl)CCl.C1C=CC2N(O)N=NC=2C=1. (2) The reactants are: C(Cl)(=O)C(Cl)=O.CS(C)=O.[Br:11][C:12]1[C:24]([CH3:25])=[CH:23][C:15]([O:16][CH2:17][CH:18]2[CH2:21][CH:20]([OH:22])[CH2:19]2)=[CH:14][C:13]=1[CH3:26].CCN(CC)CC. Given the product [Br:11][C:12]1[C:24]([CH3:25])=[CH:23][C:15]([O:16][CH2:17][CH:18]2[CH2:19][C:20](=[O:22])[CH2:21]2)=[CH:14][C:13]=1[CH3:26], predict the reactants needed to synthesize it. (3) The reactants are: [OH-].[Na+].[C:3]([C:11]1[CH:12]=[C:13](/[C:17](=[N:23]/[O:24][CH2:25][C:26]2[CH:31]=[CH:30][C:29]([O:32][CH2:33][C:34]3[N:35]=[C:36]([C:40]4[CH:45]=[CH:44][CH:43]=[CH:42][CH:41]=4)[O:37][C:38]=3[CH3:39])=[CH:28][CH:27]=2)/[C:18]([O:20]CC)=[O:19])[CH:14]=[CH:15][CH:16]=1)(=[O:10])[C:4]1[CH:9]=[CH:8][CH:7]=[CH:6][CH:5]=1.CO.Cl. Given the product [C:3]([C:11]1[CH:12]=[C:13](/[C:17](=[N:23]/[O:24][CH2:25][C:26]2[CH:31]=[CH:30][C:29]([O:32][CH2:33][C:34]3[N:35]=[C:36]([C:40]4[CH:41]=[CH:42][CH:43]=[CH:44][CH:45]=4)[O:37][C:38]=3[CH3:39])=[CH:28][CH:27]=2)/[C:18]([OH:20])=[O:19])[CH:14]=[CH:15][CH:16]=1)(=[O:10])[C:4]1[CH:9]=[CH:8][CH:7]=[CH:6][CH:5]=1, predict the reactants needed to synthesize it. (4) Given the product [C:10]([C:12](=[C:5]([OH:6])[CH:4]([CH2:3][S:2][CH3:1])[CH2:8][CH3:9])[C:13]([O:15][CH2:16][CH2:17][CH3:18])=[O:14])#[N:11], predict the reactants needed to synthesize it. The reactants are: [CH3:1][S:2][CH2:3][CH:4]([CH2:8][CH3:9])[C:5](Cl)=[O:6].[C:10]([CH2:12][C:13]([O:15][CH2:16][CH2:17][CH3:18])=[O:14])#[N:11].C(N(CC)CC)C. (5) Given the product [Cl:17][C:18]1[CH:19]=[C:20]([NH:21][C:2]2[N:7]=[C:6]([NH:8][C:9]3[CH:14]=[CH:13][CH:12]=[C:11]([OH:15])[CH:10]=3)[C:5]([F:16])=[CH:4][N:3]=2)[CH:22]=[C:23]([CH3:26])[C:24]=1[OH:25], predict the reactants needed to synthesize it. The reactants are: Cl[C:2]1[N:7]=[C:6]([NH:8][C:9]2[CH:14]=[CH:13][CH:12]=[C:11]([OH:15])[CH:10]=2)[C:5]([F:16])=[CH:4][N:3]=1.[Cl:17][C:18]1[CH:19]=[C:20]([CH:22]=[C:23]([CH3:26])[C:24]=1[OH:25])[NH2:21].